Dataset: Peptide-MHC class II binding affinity with 134,281 pairs from IEDB. Task: Regression. Given a peptide amino acid sequence and an MHC pseudo amino acid sequence, predict their binding affinity value. This is MHC class II binding data. (1) The peptide sequence is YAGIRRDGLLLRLVD. The MHC is DRB1_1104 with pseudo-sequence DRB1_1104. The binding affinity (normalized) is 0.433. (2) The peptide sequence is QAMASTEGNVTGMFA. The MHC is DRB1_1302 with pseudo-sequence DRB1_1302. The binding affinity (normalized) is 0.203. (3) The peptide sequence is SDDQISIMKLPLSTK. The MHC is DRB1_0405 with pseudo-sequence DRB1_0405. The binding affinity (normalized) is 0.383. (4) The peptide sequence is AWASACGGTGKNTIV. The MHC is HLA-DQA10201-DQB10202 with pseudo-sequence HLA-DQA10201-DQB10202. The binding affinity (normalized) is 0.